From a dataset of Full USPTO retrosynthesis dataset with 1.9M reactions from patents (1976-2016). Predict the reactants needed to synthesize the given product. Given the product [C:32]([N:30]1[CH2:29][CH:28]([N:10]2[C:3]3[C:2]([O:11][C:12]4[CH:17]=[CH:16][C:15]([NH:18][C:19](=[O:26])[C:20]5[CH:25]=[CH:24][CH:23]=[CH:22][CH:21]=5)=[CH:14][CH:13]=4)=[N:7][CH:6]=[N:5][C:4]=3[CH:8]=[CH:9]2)[CH2:31]1)(=[O:34])[CH:39]=[CH2:40], predict the reactants needed to synthesize it. The reactants are: Cl[C:2]1[C:3]2[NH:10][CH:9]=[CH:8][C:4]=2[N:5]=[CH:6][N:7]=1.[OH:11][C:12]1[CH:17]=[CH:16][C:15]([NH:18][C:19](=[O:26])[C:20]2[CH:25]=[CH:24][CH:23]=[CH:22][CH:21]=2)=[CH:14][CH:13]=1.I[CH:28]1[CH2:31][N:30]([C:32]([O:34]C(C)(C)C)=O)[CH2:29]1.[C:39](Cl)(=O)[CH:40]=C.